Task: Predict the product of the given reaction.. Dataset: Forward reaction prediction with 1.9M reactions from USPTO patents (1976-2016) (1) Given the reactants [CH2:1]([O:3][C:4]([N:6]1[CH2:11][CH2:10][N:9]([C:12](=[O:37])[C@@H:13]([NH:22][C:23]([C:25]2[CH:34]=[C:33]([OH:35])[C:32]3[C:27](=[CH:28][C:29]([CH3:36])=[CH:30][CH:31]=3)[N:26]=2)=[O:24])[CH2:14][C:15]([O:17][C:18]([CH3:21])([CH3:20])[CH3:19])=[O:16])[CH2:8][CH2:7]1)=[O:5])[CH3:2].[CH2:38]([O:45][C:46](=[O:49])[CH2:47]Br)[C:39]1[CH:44]=[CH:43][CH:42]=[CH:41][CH:40]=1.C(=O)([O-])[O-].[Cs+].[Cs+], predict the reaction product. The product is: [CH2:1]([O:3][C:4]([N:6]1[CH2:11][CH2:10][N:9]([C:12](=[O:37])[C@@H:13]([NH:22][C:23]([C:25]2[CH:34]=[C:33]([O:35][CH2:47][C:46]([O:45][CH2:38][C:39]3[CH:44]=[CH:43][CH:42]=[CH:41][CH:40]=3)=[O:49])[C:32]3[C:27](=[CH:28][C:29]([CH3:36])=[CH:30][CH:31]=3)[N:26]=2)=[O:24])[CH2:14][C:15]([O:17][C:18]([CH3:20])([CH3:21])[CH3:19])=[O:16])[CH2:8][CH2:7]1)=[O:5])[CH3:2]. (2) The product is: [C:1]([O:5][C:6]([NH:8][CH2:9][C@H:10]1[CH2:15][CH2:14][C@H:13]([C:16]([NH:18][C@H:19]([C:20]([NH:63][C:62]2[CH:64]=[CH:65][C:59]([C:57]3[NH:58][C:54]([Cl:53])=[N:55][N:56]=3)=[CH:60][CH:61]=2)=[O:21])[CH2:23][C:24]2[CH:29]=[CH:28][C:27]([C:30]3[CH:35]=[CH:34][C:33]([C:36]([NH:37][CH:38]4[CH2:39][CH2:40][N:41]([C:44]([O:46][C:47]([CH3:50])([CH3:49])[CH3:48])=[O:45])[CH2:42][CH2:43]4)=[O:51])=[CH:32][C:31]=3[CH3:52])=[CH:26][CH:25]=2)=[O:17])[CH2:12][CH2:11]1)=[O:7])([CH3:3])([CH3:2])[CH3:4]. Given the reactants [C:1]([O:5][C:6]([NH:8][CH2:9][C@H:10]1[CH2:15][CH2:14][C@H:13]([C:16]([NH:18][C@@H:19]([CH2:23][C:24]2[CH:29]=[CH:28][C:27]([C:30]3[CH:35]=[CH:34][C:33]([C:36](=[O:51])[NH:37][CH:38]4[CH2:43][CH2:42][N:41]([C:44]([O:46][C:47]([CH3:50])([CH3:49])[CH3:48])=[O:45])[CH2:40][CH2:39]4)=[CH:32][C:31]=3[CH3:52])=[CH:26][CH:25]=2)[C:20](O)=[O:21])=[O:17])[CH2:12][CH2:11]1)=[O:7])([CH3:4])([CH3:3])[CH3:2].[Cl:53][C:54]1[NH:58][C:57]([C:59]2[CH:65]=[CH:64][C:62]([NH2:63])=[CH:61][CH:60]=2)=[N:56][N:55]=1.C(N(CC)C(C)C)(C)C.C(P1(=O)OP(=O)(CCC)OP(=O)(CCC)O1)CC, predict the reaction product. (3) Given the reactants C1C=CC(P(C2C=CC=CC=2)C2C=CC=CC=2)=CC=1.N1C=CN=C1.[I:25]I.[C:27]([O:31][C:32]([NH:34][CH2:35][C:36]1[CH:37]=[C:38]([C:42]2[CH:47]=[C:46]([CH2:48][CH2:49]O)[CH:45]=[C:44]([CH2:51][O:52][C:53]3[CH:58]=[CH:57][CH:56]=[CH:55][C:54]=3[CH2:59][C:60]([O:62][C:63]([CH3:66])([CH3:65])[CH3:64])=[O:61])[CH:43]=2)[CH:39]=[CH:40][CH:41]=1)=[O:33])([CH3:30])([CH3:29])[CH3:28], predict the reaction product. The product is: [C:27]([O:31][C:32]([NH:34][CH2:35][C:36]1[CH:37]=[C:38]([C:42]2[CH:47]=[C:46]([CH2:48][CH2:49][I:25])[CH:45]=[C:44]([CH2:51][O:52][C:53]3[CH:58]=[CH:57][CH:56]=[CH:55][C:54]=3[CH2:59][C:60]([O:62][C:63]([CH3:66])([CH3:65])[CH3:64])=[O:61])[CH:43]=2)[CH:39]=[CH:40][CH:41]=1)=[O:33])([CH3:30])([CH3:29])[CH3:28]. (4) Given the reactants [NH2:1][C:2]1[CH:7]=[CH:6][C:5]([Br:8])=[CH:4][N:3]=1.[Cl:9][C:10]1[CH:19]=[C:18]([Cl:20])[CH:17]=[CH:16][C:11]=1[C:12](=O)[CH2:13]Cl.[OH-].[Na+], predict the reaction product. The product is: [Br:8][C:5]1[CH:6]=[CH:7][C:2]2[N:3]([CH:13]=[C:12]([C:11]3[CH:16]=[CH:17][C:18]([Cl:20])=[CH:19][C:10]=3[Cl:9])[N:1]=2)[CH:4]=1. (5) Given the reactants FC1C(F)=C(F)C(F)=C(F)C=1O[S:5]([CH2:8][CH2:9][CH:10]1[CH2:15][CH2:14][CH2:13][N:12]([C:16]([O:18][C:19]([CH3:22])([CH3:21])[CH3:20])=[O:17])[CH2:11]1)(=[O:7])=[O:6].[N:31]1([CH2:36][CH2:37][CH:38]2[CH2:43][CH2:42][NH:41][CH2:40][CH2:39]2)[CH2:35][CH2:34][CH2:33][CH2:32]1.N12CCCN=C1CCCCC2.C(=O)(O)[O-].[Na+], predict the reaction product. The product is: [N:31]1([CH2:36][CH2:37][CH:38]2[CH2:39][CH2:40][N:41]([S:5]([CH2:8][CH2:9][CH:10]3[CH2:15][CH2:14][CH2:13][N:12]([C:16]([O:18][C:19]([CH3:20])([CH3:21])[CH3:22])=[O:17])[CH2:11]3)(=[O:6])=[O:7])[CH2:42][CH2:43]2)[CH2:35][CH2:34][CH2:33][CH2:32]1. (6) Given the reactants F[C:2]1[CH:7]=[CH:6][C:5]([N+:8]([O-:10])=[O:9])=[C:4]([O:11][CH3:12])[CH:3]=1.[CH3:13][N:14]1[CH2:18][CH2:17][CH:16]([OH:19])[CH2:15]1, predict the reaction product. The product is: [CH3:12][O:11][C:4]1[CH:3]=[C:2]([CH:7]=[CH:6][C:5]=1[N+:8]([O-:10])=[O:9])[O:19][CH:16]1[CH2:17][CH2:18][N:14]([CH3:13])[CH2:15]1.